Task: Predict the reactants needed to synthesize the given product.. Dataset: Full USPTO retrosynthesis dataset with 1.9M reactions from patents (1976-2016) Given the product [C:8](=[C:7]([C:6]([C:5]([O:4][C:3](=[C:2]([F:20])[F:21])[F:18])([Cl:17])[F:16])([F:15])[F:14])[F:12])([F:10])[F:9], predict the reactants needed to synthesize it. The reactants are: Cl[C:2]([F:21])([F:20])[C:3](Cl)([F:18])[O:4][C:5]([Cl:17])([F:16])[C:6]([F:15])([F:14])[C:7](Cl)([F:12])[C:8](Cl)([F:10])[F:9].